From a dataset of Full USPTO retrosynthesis dataset with 1.9M reactions from patents (1976-2016). Predict the reactants needed to synthesize the given product. (1) Given the product [C:7]([NH:6][N:5]([CH2:4][C@@H:3]([OH:16])[C@@H:2]([NH:1][C:43]([C:41]1[N:42]=[C:38]([NH:37][S:34]([CH3:33])(=[O:36])=[O:35])[S:39][CH:40]=1)=[O:44])[CH2:17][C:18]1[CH:19]=[CH:20][CH:21]=[CH:22][CH:23]=1)[CH2:14][CH3:15])(=[O:9])[C:25]1[CH:26]=[CH:27][CH:28]=[CH:29][CH:30]=1, predict the reactants needed to synthesize it. The reactants are: [NH2:1][C@@H:2]([CH2:17][C:18]1[CH:23]=[CH:22][CH:21]=[CH:20][CH:19]=1)[C@H:3]([OH:16])[CH2:4][N:5]([CH2:14][CH3:15])[NH:6][C:7]([O:9]C(C)(C)C)=O.C(O)(=O)[C:25]1[CH:30]=[CH:29][CH:28]=[CH:27][CH:26]=1.[CH3:33][S:34]([NH:37][C:38]1[S:39][CH:40]=[C:41]([C:43](O)=[O:44])[N:42]=1)(=[O:36])=[O:35]. (2) Given the product [C:14]([O:18][C:19]([NH:21][C@H:22]([C:23]([O:25][CH2:2][C:1]#[N:4])=[O:24])[CH2:26][CH2:27][C@@H:28]1[S:32][CH2:31][N:30]([C:33]([O:35][C:36]([CH3:39])([CH3:38])[CH3:37])=[O:34])[CH2:29]1)=[O:20])([CH3:17])([CH3:16])[CH3:15], predict the reactants needed to synthesize it. The reactants are: [CH:1]([N:4](CC)C(C)C)(C)[CH3:2].BrCC#N.[C:14]([O:18][C:19]([NH:21][C@@H:22]([CH2:26][CH2:27][C@@H:28]1[S:32][CH2:31][N:30]([C:33]([O:35][C:36]([CH3:39])([CH3:38])[CH3:37])=[O:34])[CH2:29]1)[C:23]([OH:25])=[O:24])=[O:20])([CH3:17])([CH3:16])[CH3:15]. (3) Given the product [I-:1].[CH2:42]([C:37]1([O:36][C:34](=[O:35])[CH2:33][O:3][C:2]([C:5]2[CH:6]=[CH:7][C:8]([O:24][CH3:25])=[C:9]([S+:11]3[C:12]4[CH:23]=[CH:22][CH:21]=[CH:20][C:13]=4[C:14]4[CH:19]=[CH:18][CH:17]=[CH:16][C:15]3=4)[CH:10]=2)=[O:4])[CH2:41][CH2:40][CH2:39][CH2:38]1)[CH3:43], predict the reactants needed to synthesize it. The reactants are: [I-:1].[C:2]([C:5]1[CH:6]=[CH:7][C:8]([O:24][CH3:25])=[C:9]([S+:11]2[C:15]3[CH:16]=[CH:17][CH:18]=[CH:19][C:14]=3[C:13]3[CH:20]=[CH:21][CH:22]=[CH:23][C:12]2=3)[CH:10]=1)([OH:4])=[O:3].C(=O)([O-])[O-].[Cs+].[Cs+].Br[CH2:33][C:34]([O:36][C:37]1([CH2:42][CH3:43])[CH2:41][CH2:40][CH2:39][CH2:38]1)=[O:35]. (4) Given the product [CH3:28][O:14][C:13](=[O:15])[C:12]([C:16]1[CH:17]=[CH:18][C:19]([OH:22])=[CH:20][CH:21]=1)=[CH:11][C:5]1[CH:6]=[C:7]([O:9][CH3:10])[CH:8]=[C:3]([O:2][CH3:1])[CH:4]=1, predict the reactants needed to synthesize it. The reactants are: [CH3:1][O:2][C:3]1[CH:4]=[C:5]([CH:11]=[C:12]([C:16]2[CH:21]=[CH:20][C:19]([OH:22])=[CH:18][CH:17]=2)[C:13]([OH:15])=[O:14])[CH:6]=[C:7]([O:9][CH3:10])[CH:8]=1.S(=O)(=O)(O)O.[CH3:28]O. (5) Given the product [Cl:15][C:16]1[CH:17]=[CH:18][C:19]([C:25]([F:26])([F:27])[F:28])=[C:20]([C:2]2[CH:7]=[CH:6][N:5]([CH2:8][C:9]([O:11][CH2:12][CH3:13])=[O:10])[C:4](=[O:14])[CH:3]=2)[CH:21]=1, predict the reactants needed to synthesize it. The reactants are: Br[C:2]1[CH:7]=[CH:6][N:5]([CH2:8][C:9]([O:11][CH2:12][CH3:13])=[O:10])[C:4](=[O:14])[CH:3]=1.[Cl:15][C:16]1[CH:17]=[CH:18][C:19]([C:25]([F:28])([F:27])[F:26])=[C:20](B(O)O)[CH:21]=1. (6) Given the product [NH2:1][C:2]1[N:7]=[C:6]([C:8]2[NH:12][C:11]([C:13]3[CH:18]=[C:17]([Cl:19])[CH:16]=[CH:15][C:14]=3[CH3:20])=[C:10]([C:21]([NH2:27])=[O:22])[CH:9]=2)[C:5]([I:24])=[CH:4][N:3]=1, predict the reactants needed to synthesize it. The reactants are: [NH2:1][C:2]1[N:7]=[C:6]([C:8]2[NH:12][C:11]([C:13]3[CH:18]=[C:17]([Cl:19])[CH:16]=[CH:15][C:14]=3[CH3:20])=[C:10]([C:21](O)=[O:22])[CH:9]=2)[C:5]([I:24])=[CH:4][N:3]=1.CC[N:27](C(C)C)C(C)C.CCN=C=NCCCN(C)C.Cl.C1C=CC2N(O)N=NC=2C=1.N.C(=O)([O-])O.[Na+]. (7) Given the product [CH2:17]([N:1]([C:2]1[CH:7]=[CH:6][C:5]([CH2:8][C:9]#[N:10])=[CH:4][CH:3]=1)[CH2:8][C:5]1[CH:6]=[CH:7][CH:2]=[CH:3][CH:4]=1)[C:18]1[CH:23]=[CH:22][CH:21]=[CH:20][CH:19]=1, predict the reactants needed to synthesize it. The reactants are: [NH2:1][C:2]1[CH:7]=[CH:6][C:5]([CH2:8][C:9]#[N:10])=[CH:4][CH:3]=1.C(=O)([O-])[O-].[K+].[K+].[CH2:17](Br)[C:18]1[CH:23]=[CH:22][CH:21]=[CH:20][CH:19]=1.[I-].[K+]. (8) Given the product [N:17]1[C:24]([NH2:25])=[N:23][C:21]([NH2:22])=[N:20][C:18]=1[NH2:19].[CH2:1]=[O:7].[C:1]1([OH:7])[CH:6]=[CH:5][CH:4]=[CH:3][CH:2]=1, predict the reactants needed to synthesize it. The reactants are: [C:1]1([OH:7])[CH:6]=[CH:5][CH:4]=[CH:3][CH:2]=1.C(O)(=O)C1C=CC=CC=1.[N:17]1[C:24]([NH2:25])=[N:23][C:21]([NH2:22])=[N:20][C:18]=1[NH2:19].C=O. (9) Given the product [C:35]([N:23]([C:17]1[CH:18]=[C:19]([CH2:20][CH2:21][CH3:22])[C:14]([C:5]([O:4][CH3:3])([C:6]([F:9])([F:8])[F:7])[C:10]([F:13])([F:11])[F:12])=[CH:15][C:16]=1[CH3:34])[C:24]([C:26]1[C:27]([CH3:33])=[N:28][N:29]([CH3:32])[C:30]=1[CH3:31])=[O:25])(=[O:37])[CH3:36], predict the reactants needed to synthesize it. The reactants are: [H-].[Na+].[CH3:3][O:4][C:5]([C:14]1[C:19]([CH2:20][CH2:21][CH3:22])=[CH:18][C:17]([NH:23][C:24]([C:26]2[C:27]([CH3:33])=[N:28][N:29]([CH3:32])[C:30]=2[CH3:31])=[O:25])=[C:16]([CH3:34])[CH:15]=1)([C:10]([F:13])([F:12])[F:11])[C:6]([F:9])([F:8])[F:7].[C:35](OC(=O)C)(=[O:37])[CH3:36].Cl. (10) Given the product [F:54][C@H:42]1[CH2:41][C@H:40]([OH:39])[CH2:45][CH2:44][C@@H:43]1[NH:46][C:47](=[O:53])[O:48][C:49]([CH3:51])([CH3:50])[CH3:52], predict the reactants needed to synthesize it. The reactants are: CCCC[N+](CCCC)(CCCC)CCCC.O.O.O.[F-].[Si]([O:39][C@@H:40]1[CH2:45][CH2:44][C@H:43]([NH:46][C:47](=[O:53])[O:48][C:49]([CH3:52])([CH3:51])[CH3:50])[C@@H:42]([F:54])[CH2:41]1)(C(C)(C)C)(C1C=CC=CC=1)C1C=CC=CC=1.